Dataset: NCI-60 drug combinations with 297,098 pairs across 59 cell lines. Task: Regression. Given two drug SMILES strings and cell line genomic features, predict the synergy score measuring deviation from expected non-interaction effect. (1) Drug 1: CC1=CC2C(CCC3(C2CCC3(C(=O)C)OC(=O)C)C)C4(C1=CC(=O)CC4)C. Drug 2: C1C(C(OC1N2C=NC3=C2NC=NCC3O)CO)O. Cell line: SF-539. Synergy scores: CSS=2.95, Synergy_ZIP=-0.619, Synergy_Bliss=0.473, Synergy_Loewe=-0.260, Synergy_HSA=0.462. (2) Drug 1: CC12CCC3C(C1CCC2=O)CC(=C)C4=CC(=O)C=CC34C. Drug 2: CC1C(C(CC(O1)OC2CC(CC3=C2C(=C4C(=C3O)C(=O)C5=C(C4=O)C(=CC=C5)OC)O)(C(=O)C)O)N)O.Cl. Cell line: SK-MEL-5. Synergy scores: CSS=35.4, Synergy_ZIP=4.12, Synergy_Bliss=9.09, Synergy_Loewe=6.32, Synergy_HSA=7.64. (3) Drug 1: C1=NC2=C(N=C(N=C2N1C3C(C(C(O3)CO)O)O)F)N. Drug 2: CN1C(=O)N2C=NC(=C2N=N1)C(=O)N. Cell line: UACC-257. Synergy scores: CSS=1.89, Synergy_ZIP=-0.0561, Synergy_Bliss=0.266, Synergy_Loewe=-1.47, Synergy_HSA=-0.945. (4) Drug 1: CC(C1=C(C=CC(=C1Cl)F)Cl)OC2=C(N=CC(=C2)C3=CN(N=C3)C4CCNCC4)N. Drug 2: C1=CC(=CC=C1CCC2=CNC3=C2C(=O)NC(=N3)N)C(=O)NC(CCC(=O)O)C(=O)O. Cell line: NCI-H322M. Synergy scores: CSS=2.03, Synergy_ZIP=-2.26, Synergy_Bliss=-5.20, Synergy_Loewe=-10.1, Synergy_HSA=-6.81. (5) Drug 1: CC1=C(C(=O)C2=C(C1=O)N3CC4C(C3(C2COC(=O)N)OC)N4)N. Drug 2: CC1C(C(CC(O1)OC2CC(CC3=C2C(=C4C(=C3O)C(=O)C5=CC=CC=C5C4=O)O)(C(=O)C)O)N)O. Cell line: SF-539. Synergy scores: CSS=63.1, Synergy_ZIP=-5.53, Synergy_Bliss=-1.06, Synergy_Loewe=1.35, Synergy_HSA=3.21. (6) Drug 1: C1=CC(=CC=C1C#N)C(C2=CC=C(C=C2)C#N)N3C=NC=N3. Drug 2: C1=NC2=C(N1)C(=S)N=CN2. Cell line: SR. Synergy scores: CSS=64.8, Synergy_ZIP=-3.30, Synergy_Bliss=-0.552, Synergy_Loewe=-2.12, Synergy_HSA=1.33. (7) Drug 1: C1CC(C1)(C(=O)O)C(=O)O.[NH2-].[NH2-].[Pt+2]. Drug 2: C(CN)CNCCSP(=O)(O)O. Cell line: TK-10. Synergy scores: CSS=7.00, Synergy_ZIP=-0.835, Synergy_Bliss=5.86, Synergy_Loewe=-2.35, Synergy_HSA=1.59. (8) Drug 1: CCC1=C2CN3C(=CC4=C(C3=O)COC(=O)C4(CC)O)C2=NC5=C1C=C(C=C5)O. Drug 2: COCCOC1=C(C=C2C(=C1)C(=NC=N2)NC3=CC=CC(=C3)C#C)OCCOC.Cl. Cell line: 786-0. Synergy scores: CSS=46.4, Synergy_ZIP=1.01, Synergy_Bliss=2.87, Synergy_Loewe=-11.4, Synergy_HSA=2.13. (9) Drug 1: C1=CC(=C2C(=C1NCCNCCO)C(=O)C3=C(C=CC(=C3C2=O)O)O)NCCNCCO. Drug 2: C1=C(C(=O)NC(=O)N1)N(CCCl)CCCl. Cell line: CAKI-1. Synergy scores: CSS=69.5, Synergy_ZIP=-2.20, Synergy_Bliss=-3.04, Synergy_Loewe=-0.109, Synergy_HSA=3.69.